Dataset: Forward reaction prediction with 1.9M reactions from USPTO patents (1976-2016). Task: Predict the product of the given reaction. (1) Given the reactants Cl.[C:2](=[NH:10])([O:7][CH2:8][CH3:9])[C:3]([CH3:6])([CH3:5])[CH3:4].N1C(C)=CC(C)=CC=1C.Cl[C:21]([O:23][CH2:24][CH3:25])=[O:22], predict the reaction product. The product is: [CH2:24]([O:23][C:21]([N:10]=[C:2]([O:7][CH2:8][CH3:9])[C:3]([CH3:6])([CH3:5])[CH3:4])=[O:22])[CH3:25]. (2) Given the reactants [Br:1][C:2]1[CH:7]=[CH:6][C:5]([CH:8]2[S:13][CH2:12][CH2:11][NH:10][CH2:9]2)=[CH:4][CH:3]=1.[C:14](O[C:14]([O:16][C:17]([CH3:20])([CH3:19])[CH3:18])=[O:15])([O:16][C:17]([CH3:20])([CH3:19])[CH3:18])=[O:15], predict the reaction product. The product is: [C:17]([O:16][C:14]([N:10]1[CH2:11][CH2:12][S:13][CH:8]([C:5]2[CH:4]=[CH:3][C:2]([Br:1])=[CH:7][CH:6]=2)[CH2:9]1)=[O:15])([CH3:20])([CH3:19])[CH3:18]. (3) Given the reactants I[C:2]1[C:6]2=[N:7][C:8]([C:11]3[O:15][C:14]([NH2:16])=[N:13][N:12]=3)=[CH:9][CH:10]=[C:5]2[N:4](S(C2C=CC(C)=CC=2)(=O)=O)[CH:3]=1.[F:27][C:28]1[CH:33]=[CH:32][CH:31]=[CH:30][C:29]=1B(O)O.[O-]P([O-])([O-])=O.[K+].[K+].[K+], predict the reaction product. The product is: [F:27][C:28]1[CH:33]=[CH:32][CH:31]=[CH:30][C:29]=1[C:2]1[C:6]2=[N:7][C:8]([C:11]3[O:15][C:14]([NH2:16])=[N:13][N:12]=3)=[CH:9][CH:10]=[C:5]2[NH:4][CH:3]=1. (4) Given the reactants C(Cl)(=O)C(Cl)=O.CS(C)=O.[CH:11]1([CH2:16][N:17]([CH2:30][CH:31]2[CH2:35][CH2:34][CH2:33][CH2:32]2)[C@@H:18]([CH2:28][OH:29])[CH2:19][CH2:20]/[CH:21]=[CH:22]/[C:23]([O:25][CH2:26][CH3:27])=[O:24])[CH2:15][CH2:14][CH2:13][CH2:12]1.C(N(C(C)C)CC)(C)C, predict the reaction product. The product is: [CH:31]1([CH2:30][N:17]([CH2:16][CH:11]2[CH2:12][CH2:13][CH2:14][CH2:15]2)[C@@H:18]([CH:28]=[O:29])[CH2:19][CH2:20]/[CH:21]=[CH:22]/[C:23]([O:25][CH2:26][CH3:27])=[O:24])[CH2:32][CH2:33][CH2:34][CH2:35]1.